Dataset: Peptide-MHC class II binding affinity with 134,281 pairs from IEDB. Task: Regression. Given a peptide amino acid sequence and an MHC pseudo amino acid sequence, predict their binding affinity value. This is MHC class II binding data. (1) The peptide sequence is STGWNETIVENLLAN. The MHC is DRB1_1101 with pseudo-sequence DRB1_1101. The binding affinity (normalized) is 0.0821. (2) The peptide sequence is EDTNIYNSNEAFKVE. The MHC is HLA-DQA10401-DQB10402 with pseudo-sequence HLA-DQA10401-DQB10402. The binding affinity (normalized) is 0.529. (3) The peptide sequence is CGRRHSVRIRVRSGG. The MHC is HLA-DPA10201-DPB10101 with pseudo-sequence HLA-DPA10201-DPB10101. The binding affinity (normalized) is 0.0419. (4) The peptide sequence is EIKSTKPEASSGEPVVVHIT. The MHC is DRB1_0901 with pseudo-sequence DRB1_0901. The binding affinity (normalized) is 0.234.